Dataset: Reaction yield outcomes from USPTO patents with 853,638 reactions. Task: Predict the reaction yield, written as a fraction of the theoretical maximum amount of product (1.0 means a 100% yield; for example, 0.34 means a 34% yield). (1) The reactants are C(N(CC)CC)C.[Cl:8][C:9]1[C:10]([N:15]2[CH:19]([C:20]([O:22][CH2:23][CH3:24])=[O:21])[CH2:18][C:17](=[O:25])[NH:16]2)=[N:11][CH:12]=[CH:13][CH:14]=1.[C:26]1([CH3:36])[CH:31]=[CH:30][C:29]([S:32](Cl)(=[O:34])=[O:33])=[CH:28][CH:27]=1. The catalyst is ClCCl.C1(C)C=CC(S(Cl)(=O)=O)=CC=1.C(N(CC)CC)C. The product is [Cl:8][C:9]1[C:10]([N:15]2[CH:19]([C:20]([O:22][CH2:23][CH3:24])=[O:21])[CH2:18][C:17]([O:25][S:32]([C:29]3[CH:30]=[CH:31][C:26]([CH3:36])=[CH:27][CH:28]=3)(=[O:34])=[O:33])=[N:16]2)=[N:11][CH:12]=[CH:13][CH:14]=1. The yield is 0.870. (2) The reactants are [C:1]([C:4]1[C:22](=[O:23])[C@@:8]2([CH3:24])[C:9]3[C:15]([OH:16])=[CH:14][C:13]([O:17][CH3:18])=[C:12]([C:19]([NH2:21])=[O:20])[C:10]=3[O:11][C:7]2=[CH:6][C:5]=1[OH:25])(=[O:3])[CH3:2].[CH2:26]([O:30][C:31]1[CH:38]=[C:37]([CH3:39])[C:34]([CH:35]=O)=[C:33]([CH3:40])[C:32]=1[CH3:41])[C:27]#[C:28][CH3:29].C([SiH](CC)CC)C.FC(F)(F)C(O)=O. The catalyst is C(#N)C. The product is [C:1]([C:4]1[C:22](=[O:23])[C@@:8]2([CH3:24])[C:9]3[C:15]([OH:16])=[CH:14][C:13]([O:17][CH3:18])=[C:12]([C:19]([NH:21][CH2:35][C:34]4[C:37]([CH3:39])=[CH:38][C:31]([O:30][CH2:26][C:27]#[C:28][CH3:29])=[C:32]([CH3:41])[C:33]=4[CH3:40])=[O:20])[C:10]=3[O:11][C:7]2=[CH:6][C:5]=1[OH:25])(=[O:3])[CH3:2]. The yield is 0.0700. (3) The reactants are Br[C:2]1[CH:8]=[C:7]([N+:9]([O-:11])=[O:10])[C:5]([NH2:6])=[C:4]([CH:12]2[CH2:16][CH2:15][CH2:14][O:13]2)[C:3]=1[F:17].C([O-])(O)=O.[Na+].CC1(C)C(C)(C)OB([C:31]2[CH:32]=[N:33][C:34]([C:37]([OH:40])([CH3:39])[CH3:38])=[N:35][CH:36]=2)O1. The catalyst is O1CCOCC1.CCOC(C)=O.C(Cl)Cl.ClCCl.Cl[Pd]Cl.C1(P(C2C=CC=CC=2)[C-]2C=CC=C2)C=CC=CC=1.[C-]1(P(C2C=CC=CC=2)C2C=CC=CC=2)C=CC=C1.[Fe+2]. The product is [NH2:6][C:5]1[C:7]([N+:9]([O-:11])=[O:10])=[CH:8][C:2]([C:31]2[CH:32]=[N:33][C:34]([C:37]([OH:40])([CH3:39])[CH3:38])=[N:35][CH:36]=2)=[C:3]([F:17])[C:4]=1[CH:12]1[CH2:16][CH2:15][CH2:14][O:13]1. The yield is 0.558. (4) The reactants are [CH2:1]([NH2:4])[CH2:2][NH2:3].Cl.[C:6](O[C:6](=[O:10])[C:7]([CH3:9])=[CH2:8])(=[O:10])[C:7]([CH3:9])=[CH2:8].[OH-].[Na+]. The catalyst is CO.O.C(OCC)(=O)C. The product is [NH2:3][CH2:2][CH2:1][NH:4][C:6](=[O:10])[C:7]([CH3:9])=[CH2:8]. The yield is 0.280. (5) The reactants are [CH3:1][N:2]([CH3:25])[C:3](=[O:24])[NH:4][C:5]1[CH:10]=[C:9]([C:11]2[S:12][CH:13]=[CH:14][CH:15]=2)[CH:8]=[CH:7][C:6]=1[NH:16]C(=O)OC(C)(C)C.C(O)(C(F)(F)F)=O. The catalyst is ClCCl. The product is [NH2:16][C:6]1[CH:7]=[CH:8][C:9]([C:11]2[S:12][CH:13]=[CH:14][CH:15]=2)=[CH:10][C:5]=1[NH:4][C:3](=[O:24])[N:2]([CH3:1])[CH3:25]. The yield is 0.830. (6) The yield is 0.783. The product is [C:1]([NH:5][S:6]([C:9]1[CH:17]=[C:16]2[C:12]([C:13]([CH:18]3[CH2:23][CH2:22][CH2:21][CH2:20][CH2:19]3)=[C:14]([Br:24])[NH:15]2)=[CH:11][CH:10]=1)(=[O:7])=[O:8])([CH3:4])([CH3:2])[CH3:3]. The catalyst is C(Cl)(Cl)Cl. The reactants are [C:1]([NH:5][S:6]([C:9]1[CH:17]=[C:16]2[C:12]([C:13]([CH:18]3[CH2:23][CH2:22][CH2:21][CH2:20][CH2:19]3)=[CH:14][NH:15]2)=[CH:11][CH:10]=1)(=[O:8])=[O:7])([CH3:4])([CH3:3])[CH3:2].[BrH:24].[NH+]1C=CC=CC=1.S([O-])(O)=O.[Na+]. (7) The reactants are [NH2:1][NH2:2].[CH3:3][CH:4]([CH3:11])[CH2:5][CH2:6][C:7](OC)=[O:8]. The catalyst is CO. The product is [CH3:3][CH:4]([CH3:11])[CH2:5][CH2:6][C:7]([NH:1][NH2:2])=[O:8]. The yield is 0.930. (8) The catalyst is CN(C=O)C. The product is [NH2:1][C:2]1[N:10]=[C:9]2[C:5]([N:6]=[C:7]([C:11]3[CH:16]=[CH:15][C:14]([F:17])=[CH:13][CH:12]=3)[N:8]2[CH3:35])=[C:4]([N:18]2[CH2:23][CH2:22][N:21]([C:24](=[O:34])[CH2:25][O:26][C:27]3[CH:32]=[CH:31][C:30]([Cl:33])=[CH:29][CH:28]=3)[CH2:20][CH2:19]2)[N:3]=1. The yield is 0.800. The reactants are [NH2:1][C:2]1[N:10]=[C:9]2[C:5]([N:6]=[C:7]([C:11]3[CH:16]=[CH:15][C:14]([F:17])=[CH:13][CH:12]=3)[NH:8]2)=[C:4]([N:18]2[CH2:23][CH2:22][N:21]([C:24](=[O:34])[CH2:25][O:26][C:27]3[CH:32]=[CH:31][C:30]([Cl:33])=[CH:29][CH:28]=3)[CH2:20][CH2:19]2)[N:3]=1.[C:35](=O)([O-])[O-].[K+].[K+].CI.